This data is from Forward reaction prediction with 1.9M reactions from USPTO patents (1976-2016). The task is: Predict the product of the given reaction. (1) Given the reactants [F:1][C:2]1[CH:7]=[C:6]([I:8])[CH:5]=[CH:4][C:3]=1[NH:9][C:10]1[C:19]([F:20])=[C:18]2[C:13]([C:14]([CH3:21])=[N:15][CH:16]=[N:17]2)=[CH:12][C:11]=1C(O)=O.[Li+].C[Si]([N-:30][Si](C)(C)C)(C)C.[Si:35]([O:42][CH2:43][CH2:44][C:45]1([S:48](Cl)(=[O:50])=[O:49])[CH2:47][CH2:46]1)([C:38]([CH3:41])([CH3:40])[CH3:39])([CH3:37])[CH3:36].C1[CH2:56][O:55]CC1, predict the reaction product. The product is: [F:1][C:2]1[CH:7]=[C:6]([I:8])[CH:5]=[CH:4][C:3]=1[N:9]1[C:10]2[C:11](=[CH:12][C:13]3[C:14]([CH3:21])=[N:15][CH:16]=[N:17][C:18]=3[C:19]=2[F:20])[N:30]([S:48]([C:45]2([CH2:44][CH2:43][O:42][Si:35]([C:38]([CH3:41])([CH3:40])[CH3:39])([CH3:37])[CH3:36])[CH2:47][CH2:46]2)(=[O:50])=[O:49])[C:56]1=[O:55]. (2) Given the reactants N1C=C[CH:4]=[CH:3][C:2]=1[CH:7]([N:9]1[CH2:14][CH2:13][N:12]([C:15]([O:17][C:18]([CH3:21])([CH3:20])[CH3:19])=[O:16])[CH2:11][CH2:10]1)[CH3:8].[N:22]1C=CC(C(O)C)=[CH:24][CH:23]=1.C(N(CC)CC)C.CS(Cl)(=O)=O.C(N1CCNCC1)(OC(C)(C)C)=O, predict the reaction product. The product is: [N:22]1[CH:4]=[CH:3][C:2]([CH:7]([N:9]2[CH2:10][CH2:11][N:12]([C:15]([O:17][C:18]([CH3:19])([CH3:20])[CH3:21])=[O:16])[CH2:13][CH2:14]2)[CH3:8])=[CH:24][CH:23]=1. (3) The product is: [N:4]1[C:5]2[C:10](=[N:9][CH:8]=[CH:7][CH:6]=2)[CH:11]=[C:2]([CH:1]=[O:18])[CH:3]=1. Given the reactants [CH3:1][C:2]1[CH:3]=[N:4][C:5]2[C:10]([CH:11]=1)=[N:9][CH:8]=[CH:7][CH:6]=2.BrN1C(=[O:18])CCC1=O.N(C(C)(C)C#N)=NC(C)(C)C#N.C1N2CN3CN(C2)CN1C3.[OH-].[Na+], predict the reaction product. (4) Given the reactants [CH3:1][C:2]1[C:3]2[C:8]([N:9]=[C:10]3[C:15]=1[CH2:14][CH2:13][CH2:12][CH:11]3[OH:16])=[CH:7][CH:6]=[CH:5][CH:4]=2, predict the reaction product. The product is: [CH3:1][C:2]1[C:3]2[C:8]([N:9]=[C:10]3[C:15]=1[CH2:14][CH2:13][CH2:12][C:11]3=[O:16])=[CH:7][CH:6]=[CH:5][CH:4]=2. (5) Given the reactants [C:1]([C:3]1[N:8]=[CH:7][C:6](C)=[C:5]([CH3:10])[CH:4]=1)#[N:2].[ClH:11].[H][H].[CH3:14]O, predict the reaction product. The product is: [NH2:2][CH2:1][C:3]1[C:4]([CH3:14])=[C:5]([CH3:10])[CH:6]=[CH:7][N:8]=1.[ClH:11]. (6) Given the reactants [Cl:1][C:2]1[CH:13]=[CH:12][C:5](/[CH:6]=[CH:7]/[S:8](Cl)(=[O:10])=[O:9])=[CH:4][CH:3]=1.[F:14][C:15]1[CH:21]=[CH:20][C:18]([NH2:19])=[CH:17][CH:16]=1, predict the reaction product. The product is: [Cl:1][C:2]1[CH:13]=[CH:12][C:5](/[CH:6]=[CH:7]/[S:8]([NH:19][C:18]2[CH:20]=[CH:21][C:15]([F:14])=[CH:16][CH:17]=2)(=[O:10])=[O:9])=[CH:4][CH:3]=1. (7) The product is: [Cl:1][C:2]1[CH:3]=[CH:4][C:5]2[CH:9]=[C:8]([S:10]([N:13]3[CH2:18][CH2:17][N:16]([CH2:19][C:20]4[S:21][C:22]5[CH2:28][CH2:27][CH2:26][C:25](=[N:33][OH:34])[C:23]=5[N:24]=4)[C:15](=[O:30])[CH2:14]3)(=[O:12])=[O:11])[S:7][C:6]=2[CH:31]=1. Given the reactants [Cl:1][C:2]1[CH:3]=[CH:4][C:5]2[CH:9]=[C:8]([S:10]([N:13]3[CH2:18][CH2:17][N:16]([CH2:19][C:20]4[S:21][C:22]5[CH2:28][CH2:27][CH2:26][C:25](=O)[C:23]=5[N:24]=4)[C:15](=[O:30])[CH2:14]3)(=[O:12])=[O:11])[S:7][C:6]=2[CH:31]=1.Cl.[NH2:33][OH:34].C([O-])(=O)C.[Na+].CCO, predict the reaction product. (8) Given the reactants Br[CH2:2][C:3]([O:5][C:6]([CH3:9])([CH3:8])[CH3:7])=[O:4].CC1C=CC=CC=1P(C1C=CC=CC=1C)C1C=CC=CC=1C.C([O-])([O-])=O.[K+].[K+].[C:38]([C:41]1[CH:46]=[CH:45][C:44](B(O)O)=[CH:43][CH:42]=1)(=[O:40])[CH3:39], predict the reaction product. The product is: [C:38]([C:41]1[CH:46]=[CH:45][C:44]([CH2:2][C:3]([O:5][C:6]([CH3:9])([CH3:8])[CH3:7])=[O:4])=[CH:43][CH:42]=1)(=[O:40])[CH3:39]. (9) Given the reactants [CH3:1][O:2][C:3]1[CH:8]=[C:7]([CH3:9])[C:6]([S:10]([N:13]([CH2:15][CH2:16][O:17][CH2:18][C:19]([OH:21])=O)[CH3:14])(=[O:12])=[O:11])=[C:5]([CH3:22])[CH:4]=1.C(N(C(C)C)CC)(C)C.C1C=NC2N(O)N=NC=2C=1.CCN=C=NCCCN(C)C.[N:53]1([CH2:59][C:60]2[S:68][C:67]3[CH2:66][CH2:65][NH:64][CH2:63][C:62]=3[CH:61]=2)[CH2:58][CH2:57][CH2:56][CH2:55][CH2:54]1, predict the reaction product. The product is: [CH3:1][O:2][C:3]1[CH:4]=[C:5]([CH3:22])[C:6]([S:10]([N:13]([CH3:14])[CH2:15][CH2:16][O:17][CH2:18][C:19](=[O:21])[N:64]2[CH2:65][CH2:66][C:67]3[S:68][C:60]([CH2:59][N:53]4[CH2:54][CH2:55][CH2:56][CH2:57][CH2:58]4)=[CH:61][C:62]=3[CH2:63]2)(=[O:11])=[O:12])=[C:7]([CH3:9])[CH:8]=1. (10) Given the reactants [CH3:1][O:2][C:3](=[O:27])[CH:4]([NH:12][S:13]([C:16]1[C:21]([CH3:22])=[CH:20][C:19]([O:23][CH3:24])=[C:18]([CH3:25])[C:17]=1[CH3:26])(=[O:15])=[O:14])[CH2:5][C:6]1[CH:11]=[CH:10][CH:9]=[CH:8][CH:7]=1.[I:28][C:29]1[CH:36]=[CH:35][C:32]([CH2:33]Br)=[CH:31][CH:30]=1.C(=O)([O-])[O-].[Cs+].[Cs+], predict the reaction product. The product is: [CH3:1][O:2][C:3](=[O:27])[CH:4]([N:12]([CH2:33][C:32]1[CH:35]=[CH:36][C:29]([I:28])=[CH:30][CH:31]=1)[S:13]([C:16]1[C:21]([CH3:22])=[CH:20][C:19]([O:23][CH3:24])=[C:18]([CH3:25])[C:17]=1[CH3:26])(=[O:15])=[O:14])[CH2:5][C:6]1[CH:11]=[CH:10][CH:9]=[CH:8][CH:7]=1.